Dataset: Forward reaction prediction with 1.9M reactions from USPTO patents (1976-2016). Task: Predict the product of the given reaction. The product is: [CH3:16][C:13]1[CH:14]=[CH:15][C:10]([NH:9][C:2]2[C:7]([NH:9][C:10]3[CH:15]=[CH:14][C:13]([CH3:16])=[CH:12][CH:11]=3)=[N:6][CH:5]=[CH:4][N:3]=2)=[CH:11][CH:12]=1. Given the reactants Cl[C:2]1[C:7](Cl)=[N:6][CH:5]=[CH:4][N:3]=1.[NH2:9][C:10]1[CH:15]=[CH:14][C:13]([CH3:16])=[CH:12][CH:11]=1, predict the reaction product.